This data is from Forward reaction prediction with 1.9M reactions from USPTO patents (1976-2016). The task is: Predict the product of the given reaction. (1) Given the reactants [NH:1]1[CH2:3][CH2:2]1.[C:4](O[C:4]([O:6][C:7]([CH3:10])([CH3:9])[CH3:8])=[O:5])([O:6][C:7]([CH3:10])([CH3:9])[CH3:8])=[O:5], predict the reaction product. The product is: [N:1]1([C:4]([O:6][C:7]([CH3:10])([CH3:9])[CH3:8])=[O:5])[CH2:3][CH2:2]1. (2) The product is: [NH2:3][C@@H:4]([CH2:13][CH2:14][CH2:15][N:16]1[C:24]([S:25][C:26]2[C:34]([I:35])=[CH:33][C:29]3[O:30][CH2:31][O:32][C:28]=3[CH:27]=2)=[N:23][C:22]2[C:17]1=[N:18][CH:19]=[N:20][C:21]=2[NH2:36])[C:5]([OH:7])=[O:6]. Given the reactants [OH-].[Li+].[NH2:3][C@@H:4]([CH2:13][CH2:14][CH2:15][N:16]1[C:24]([S:25][C:26]2[C:34]([I:35])=[CH:33][C:29]3[O:30][CH2:31][O:32][C:28]=3[CH:27]=2)=[N:23][C:22]2[C:17]1=[N:18][CH:19]=[N:20][C:21]=2[NH2:36])[C:5]([O:7]C1CCCC1)=[O:6].O, predict the reaction product. (3) Given the reactants [NH2:1][C:2]1[S:3][C:4]([CH:11]([CH3:13])[CH3:12])=[CH:5][C:6]=1[C:7]([O:9]C)=O.Cl[C:15](Cl)([O:17]C(=O)OC(Cl)(Cl)Cl)Cl.C(N(CC)CC)C.[N:33]1([CH2:39][CH2:40][NH2:41])[CH2:38][CH2:37][O:36][CH2:35][CH2:34]1, predict the reaction product. The product is: [CH:11]([C:4]1[S:3][C:2]2[NH:1][C:15](=[O:17])[N:41]([CH2:40][CH2:39][N:33]3[CH2:38][CH2:37][O:36][CH2:35][CH2:34]3)[C:7](=[O:9])[C:6]=2[CH:5]=1)([CH3:13])[CH3:12]. (4) Given the reactants CC(C)=[O:3].OS(O)(=O)=O.O=[Cr](=O)=O.[Br:14][C:15]1[C:26]2[C:18](=[CH:19][C:20]([C:29]3[CH:34]=[CH:33][CH:32]=[CH:31][C:30]=3[Cl:35])=[C:21]3[C:25]=2[C:24](=[O:27])[NH:23][C:22]3=[O:28])[N:17]([CH2:36][CH2:37][CH2:38][OH:39])[CH:16]=1, predict the reaction product. The product is: [Br:14][C:15]1[C:26]2[C:18](=[CH:19][C:20]([C:29]3[CH:34]=[CH:33][CH:32]=[CH:31][C:30]=3[Cl:35])=[C:21]3[C:25]=2[C:24](=[O:27])[NH:23][C:22]3=[O:28])[N:17]([CH2:36][CH2:37][C:38]([OH:3])=[O:39])[CH:16]=1.